This data is from Catalyst prediction with 721,799 reactions and 888 catalyst types from USPTO. The task is: Predict which catalyst facilitates the given reaction. (1) Reactant: O[CH:2]=[C:3]1[C:11]2[C:6](=[CH:7][C:8]([C:12]([C:14]3[CH:15]=[C:16]([NH:20][C:21]([C:23]4[S:24][CH:25]=[CH:26][C:27]=4[CH3:28])=[O:22])[CH:17]=[CH:18][CH:19]=3)=[O:13])=[CH:9][CH:10]=2)[NH:5][C:4]1=[O:29].C1COCC1.[N:35]1([CH2:40][C:41]2[CH:46]=[CH:45][C:44]([NH2:47])=[CH:43][CH:42]=2)[CH2:39][CH2:38][CH2:37][CH2:36]1. Product: [O:29]=[C:4]1[C:3](=[CH:2][NH:47][C:44]2[CH:43]=[CH:42][C:41]([CH2:40][N:35]3[CH2:39][CH2:38][CH2:37][CH2:36]3)=[CH:46][CH:45]=2)[C:11]2[C:6](=[CH:7][C:8]([C:12]([C:14]3[CH:15]=[C:16]([NH:20][C:21]([C:23]4[S:24][CH:25]=[CH:26][C:27]=4[CH3:28])=[O:22])[CH:17]=[CH:18][CH:19]=3)=[O:13])=[CH:9][CH:10]=2)[NH:5]1. The catalyst class is: 521. (2) Reactant: O=S(Cl)[Cl:3].[C:5]([C:9]1[CH:13]=[C:12]([C:14]([O:16][CH2:17][CH3:18])=[O:15])[N:11]([C:19]2[CH:24]=[CH:23][CH:22]=[C:21]([CH2:25]O)[CH:20]=2)[N:10]=1)([CH3:8])([CH3:7])[CH3:6]. Product: [C:5]([C:9]1[CH:13]=[C:12]([C:14]([O:16][CH2:17][CH3:18])=[O:15])[N:11]([C:19]2[CH:24]=[CH:23][CH:22]=[C:21]([CH2:25][Cl:3])[CH:20]=2)[N:10]=1)([CH3:8])([CH3:7])[CH3:6]. The catalyst class is: 2.